Dataset: Forward reaction prediction with 1.9M reactions from USPTO patents (1976-2016). Task: Predict the product of the given reaction. (1) Given the reactants [Cr](Cl)([O-])(=O)=O.[NH+]1C=CC=CC=1.[Cl:12][C:13]1[CH:14]=[CH:15][C:16]([CH2:26][OH:27])=[C:17]([NH:19][C:20](=[O:25])[C:21]([CH3:24])([CH3:23])[CH3:22])[CH:18]=1, predict the reaction product. The product is: [Cl:12][C:13]1[CH:14]=[CH:15][C:16]([CH:26]=[O:27])=[C:17]([NH:19][C:20](=[O:25])[C:21]([CH3:22])([CH3:23])[CH3:24])[CH:18]=1. (2) The product is: [O:1]1[C:5]2[CH:6]=[CH:7][C:8]([C:10]3[CH:11]=[CH:12][C:13]([N:16]4[C:17](=[O:32])[N:18]([CH2:40][C:41]([O:43][CH3:44])=[O:42])[N:19]=[C:20]4[CH2:21][C@@H:22]4[CH2:26][CH2:25][N:24]([C:27]([CH:29]5[CH2:30][CH2:31]5)=[O:28])[CH2:23]4)=[CH:14][CH:15]=3)=[CH:9][C:4]=2[CH:3]=[CH:2]1. Given the reactants [O:1]1[C:5]2[CH:6]=[CH:7][C:8]([C:10]3[CH:15]=[CH:14][C:13]([N:16]4[C:20]([CH2:21][C@@H:22]5[CH2:26][CH2:25][N:24]([C:27]([CH:29]6[CH2:31][CH2:30]6)=[O:28])[CH2:23]5)=[N:19][NH:18][C:17]4=[O:32])=[CH:12][CH:11]=3)=[CH:9][C:4]=2[CH:3]=[CH:2]1.C(=O)([O-])[O-].[K+].[K+].Cl[CH2:40][C:41]([O:43][CH3:44])=[O:42], predict the reaction product. (3) The product is: [F:1][CH:2]([F:11])[O:3][C:4]1[CH:10]=[CH:9][C:7]([NH:8][CH:13]2[CH2:18][CH2:17][N:16]([C@H:19]([CH3:23])[CH2:20][C:21]#[N:22])[CH2:15][CH2:14]2)=[CH:6][CH:5]=1. Given the reactants [F:1][CH:2]([F:11])[O:3][C:4]1[CH:10]=[CH:9][C:7]([NH2:8])=[CH:6][CH:5]=1.O=[C:13]1[CH2:18][CH2:17][N:16]([C@H:19]([CH3:23])[CH2:20][C:21]#[N:22])[CH2:15][CH2:14]1.[BH-](OC(C)=O)(OC(C)=O)OC(C)=O.[Na+].C([O-])(O)=O.[Na+].[OH-].[Na+], predict the reaction product. (4) Given the reactants Cl.Cl.[NH2:3][CH2:4][CH2:5][N:6]1[C:14]2[C:13]([NH:15][C:16]3[CH:39]=[CH:38][C:19]([O:20][C:21]4[CH:22]=[C:23]([CH:31]=[C:32]([C:34]([F:37])([F:36])[F:35])[CH:33]=4)[C:24]([NH:26][C:27]([CH3:30])([CH3:29])[CH3:28])=[O:25])=[C:18]([Cl:40])[CH:17]=3)=[N:12][CH:11]=[N:10][C:9]=2[CH:8]=[CH:7]1.[OH:41][C:42]([CH3:48])([CH3:47])[CH2:43][C:44](O)=[O:45].Cl.C(N=C=NCCCN(C)C)C.ON1C2C=CC=CC=2N=N1, predict the reaction product. The product is: [C:27]([NH:26][C:24](=[O:25])[C:23]1[CH:31]=[C:32]([C:34]([F:36])([F:37])[F:35])[CH:33]=[C:21]([O:20][C:19]2[CH:38]=[CH:39][C:16]([NH:15][C:13]3[C:14]4[N:6]([CH2:5][CH2:4][NH:3][C:44](=[O:45])[CH2:43][C:42]([OH:41])([CH3:48])[CH3:47])[CH:7]=[CH:8][C:9]=4[N:10]=[CH:11][N:12]=3)=[CH:17][C:18]=2[Cl:40])[CH:22]=1)([CH3:30])([CH3:28])[CH3:29]. (5) Given the reactants [Cl:1][C:2]1[CH:3]=[C:4]([C:8]([CH2:13][OH:14])([CH2:11]O)[CH2:9][OH:10])[CH:5]=[CH:6][CH:7]=1.C(=O)(OCC)OCC.[OH-].[K+], predict the reaction product. The product is: [Cl:1][C:2]1[CH:3]=[C:4]([C:8]2([CH2:9][OH:10])[CH2:11][O:14][CH2:13]2)[CH:5]=[CH:6][CH:7]=1. (6) The product is: [Br:3][C:4]1[S:5][C:6]([CH:9]([OH:10])[CH3:11])=[CH:7][N:8]=1. Given the reactants N#N.[Br:3][C:4]1[S:5][C:6]([CH:9]=[O:10])=[CH:7][N:8]=1.[CH3:11][Al](C)C.[NH4+].[Cl-].Cl, predict the reaction product. (7) Given the reactants [O:1]=[C:2]1[C:11]2[CH:10]=[CH:9][CH:8]=[C:7]3[NH:12][CH:13]([C:23]4[CH:28]=[CH:27][CH:26]=[CH:25][CH:24]=4)[CH:14]([C:15]4[CH:16]=[C:17]([CH:20]=[CH:21][CH:22]=4)[CH:18]=O)[C:5]([C:6]=23)=[N:4][NH:3]1.[CH:29]1([NH2:32])[CH2:31][CH2:30]1.[BH4-].[Na+], predict the reaction product. The product is: [CH:29]1([NH:32][CH2:18][C:17]2[CH:16]=[C:15]([CH:14]3[C:5]4=[N:4][NH:3][C:2](=[O:1])[C:11]5[CH:10]=[CH:9][CH:8]=[C:7]([C:6]=54)[NH:12][CH:13]3[C:23]3[CH:28]=[CH:27][CH:26]=[CH:25][CH:24]=3)[CH:22]=[CH:21][CH:20]=2)[CH2:31][CH2:30]1.